This data is from Forward reaction prediction with 1.9M reactions from USPTO patents (1976-2016). The task is: Predict the product of the given reaction. (1) Given the reactants [NH2:1][C:2]1[C:12]([F:13])=[CH:11][C:10]([C:14]2[CH:15]=[C:16]3[C:22]([C:23]4[CH:28]=[CH:27][CH:26]=[CH:25][C:24]=4[O:29][CH3:30])=[CH:21][N:20]([S:31]([C:34]4[CH:39]=[CH:38][C:37]([CH3:40])=[CH:36][CH:35]=4)(=[O:33])=[O:32])[C:17]3=[N:18][CH:19]=2)=[CH:9][C:3]=1[C:4]([N:6]([CH3:8])[CH3:7])=[O:5].C(N(CC)C(C)C)(C)C.[F:50][C:51]([F:63])([F:62])[C:52]([N:54]1[CH2:61][CH2:60][CH2:59][C@H:55]1[C:56](Cl)=[O:57])=[O:53], predict the reaction product. The product is: [CH3:7][N:6]([CH3:8])[C:4]([C:3]1[CH:9]=[C:10]([C:14]2[CH:15]=[C:16]3[C:22]([C:23]4[CH:28]=[CH:27][CH:26]=[CH:25][C:24]=4[O:29][CH3:30])=[CH:21][N:20]([S:31]([C:34]4[CH:35]=[CH:36][C:37]([CH3:40])=[CH:38][CH:39]=4)(=[O:32])=[O:33])[C:17]3=[N:18][CH:19]=2)[CH:11]=[C:12]([F:13])[C:2]=1[NH:1][C:56]([CH:55]1[CH2:59][CH2:60][CH2:61][N:54]1[C:52](=[O:53])[C:51]([F:63])([F:50])[F:62])=[O:57])=[O:5]. (2) Given the reactants [Br:1][C:2]1[C:3]([C:10]([O:12]C)=[O:11])=[N:4][C:5]([Cl:9])=[CH:6][C:7]=1Cl.[N-:14]=[N+]=[N-].[Na+].O.[BH4-].[Na+], predict the reaction product. The product is: [NH2:14][C:7]1[CH:6]=[C:5]([Cl:9])[N:4]=[C:3]([C:10]([OH:12])=[O:11])[C:2]=1[Br:1]. (3) Given the reactants FC(F)(F)C(O)=O.[Cl:8][C:9]1[CH:14]=[CH:13][C:12](/[CH:15]=[CH:16]/[CH2:17][N:18]2[CH2:23][CH2:22][C:21](=[CH:24]OC)[CH2:20][CH2:19]2)=[CH:11][CH:10]=1.Cl.[C:28]1([CH3:36])[CH:33]=[CH:32][C:31]([NH:34]N)=[CH:30][CH:29]=1.C([SiH](CC)CC)C, predict the reaction product. The product is: [CH3:36][C:28]1[CH:33]=[C:32]2[C:21]3([CH2:22][CH2:23][N:18]([CH2:17]/[CH:16]=[CH:15]/[C:12]4[CH:13]=[CH:14][C:9]([Cl:8])=[CH:10][CH:11]=4)[CH2:19][CH2:20]3)[CH2:24][NH:34][C:31]2=[CH:30][CH:29]=1. (4) Given the reactants [C:1]([C:3]1[CH:8]=[CH:7][CH:6]=[CH:5][C:4]=1[C:9]1[CH:14]=[CH:13][C:12]([CH2:15][CH:16]([C:22](=O)[CH2:23][CH2:24][CH3:25])[C:17](OCC)=[O:18])=[CH:11][CH:10]=1)#[N:2].[N:27]1[N:28]=[C:29]([NH:32][CH:33]2[CH2:36][CH:35]([C:37]([O:39][CH2:40][CH2:41][CH3:42])=[O:38])[CH2:34]2)[NH:30][CH:31]=1.N12CCCN=C1CCCCC2.C(N(CC)C1C=CC=CC=1)C, predict the reaction product. The product is: [C:1]([C:3]1[CH:8]=[CH:7][CH:6]=[CH:5][C:4]=1[C:9]1[CH:10]=[CH:11][C:12]([CH2:15][C:16]2[C:17](=[O:18])[N:32]([CH:33]3[CH2:34][CH:35]([C:37]([O:39][CH2:40][CH2:41][CH3:42])=[O:38])[CH2:36]3)[C:29]3[N:28]([N:27]=[CH:31][N:30]=3)[C:22]=2[CH2:23][CH2:24][CH3:25])=[CH:13][CH:14]=1)#[N:2]. (5) The product is: [CH2:1]([O:8][C:9]([N:11]1[CH:25]=[CH:24][N:15]([CH2:16][C:17]2[CH:18]=[CH:19][C:20]([F:23])=[CH:21][CH:22]=2)[C:13](=[O:14])[CH2:12]1)=[O:10])[C:2]1[CH:3]=[CH:4][CH:5]=[CH:6][CH:7]=1. Given the reactants [CH2:1]([O:8][C:9]([NH:11][CH2:12][C:13]([N:15]([CH2:24][CH:25](OC)OC)[CH2:16][C:17]1[CH:22]=[CH:21][C:20]([F:23])=[CH:19][CH:18]=1)=[O:14])=[O:10])[C:2]1[CH:7]=[CH:6][CH:5]=[CH:4][CH:3]=1.O.C1(C)C=CC(S(O)(=O)=O)=CC=1.C1(C)C(S(O)(=O)=O)=CC=CC=1, predict the reaction product. (6) The product is: [F:27][C:26]1[C:21]([CH2:20][O:19][C:17]2[CH:16]=[CH:15][C:14]([CH3:28])=[C:13]([N:5]3[CH2:4][C:3]4[C:8](=[CH:9][CH:10]=[CH:11][C:2]=4[OH:31])[NH:7][C:6]3=[O:12])[CH:18]=2)=[N:22][CH:23]=[CH:24][CH:25]=1. Given the reactants Br[C:2]1[CH:11]=[CH:10][CH:9]=[C:8]2[C:3]=1[CH2:4][N:5]([C:13]1[CH:18]=[C:17]([O:19][CH2:20][C:21]3[C:26]([F:27])=[CH:25][CH:24]=[CH:23][N:22]=3)[CH:16]=[CH:15][C:14]=1[CH3:28])[C:6](=[O:12])[NH:7]2.CC1(C)C(C)(C)OB(B2OC(C)(C)C(C)(C)O2)[O:31]1.C([O-])(=O)C.[K+].O, predict the reaction product. (7) The product is: [NH:8]1[CH2:12][CH2:11][C@@H:10]([NH:13][C:14](=[O:29])[CH2:15][C:16]2[NH:20][C:19]3[CH:21]=[CH:22][CH:23]=[C:24]([C:25]([F:26])([F:27])[F:28])[C:18]=3[N:17]=2)[CH2:9]1. Given the reactants C([N:8]1[CH2:12][CH2:11][C@@H:10]([NH:13][C:14](=[O:29])[CH2:15][C:16]2[NH:20][C:19]3[CH:21]=[CH:22][CH:23]=[C:24]([C:25]([F:28])([F:27])[F:26])[C:18]=3[N:17]=2)[CH2:9]1)C1C=CC=CC=1.[H][H], predict the reaction product. (8) Given the reactants [C:1](Cl)(=[O:3])[CH3:2].[OH:5][C:6]1[C:15]([OH:16])=[CH:14][C:13]2[C:8](=[CH:9][CH:10]=[CH:11][CH:12]=2)[CH:7]=1.N1C=CC=CC=1, predict the reaction product. The product is: [OH:5][C:6]1[C:15]([O:16][C:1](=[O:3])[CH3:2])=[CH:14][C:13]2[C:8]([CH:7]=1)=[CH:9][CH:10]=[CH:11][CH:12]=2. (9) Given the reactants [CH3:1][C:2]([O:7][C:8]1[CH:13]=[CH:12][CH:11]=[C:10]([N+:14]([O-])=O)[CH:9]=1)([CH3:6])[C:3]([NH2:5])=[O:4].C([SiH](CC)CC)C, predict the reaction product. The product is: [NH2:14][C:10]1[CH:9]=[C:8]([CH:13]=[CH:12][CH:11]=1)[O:7][C:2]([CH3:6])([CH3:1])[C:3]([NH2:5])=[O:4].